From a dataset of Reaction yield outcomes from USPTO patents with 853,638 reactions. Predict the reaction yield, written as a fraction of the theoretical maximum amount of product (1.0 means a 100% yield; for example, 0.34 means a 34% yield). The reactants are [Cl:1][C:2]1[CH:41]=[CH:40][C:5]([CH2:6][CH2:7][NH:8][C:9]([C:11]2[CH:39]=[CH:38][C:14]([O:15][C:16]3[C:21]([C:22]4[CH:27]=[CH:26][CH:25]=[C:24]([S:28]([CH3:31])(=[O:30])=[O:29])[CH:23]=4)=[CH:20][C:19]([CH2:32][C:33]([O:35]CC)=[O:34])=[CH:18][CH:17]=3)=[CH:13][CH:12]=2)=[O:10])=[CH:4][CH:3]=1.[OH-].[Na+].O. The catalyst is O1CCOCC1.C(OCC)(=O)C.Cl. The product is [Cl:1][C:2]1[CH:3]=[CH:4][C:5]([CH2:6][CH2:7][NH:8][C:9]([C:11]2[CH:12]=[CH:13][C:14]([O:15][C:16]3[C:21]([C:22]4[CH:27]=[CH:26][CH:25]=[C:24]([S:28]([CH3:31])(=[O:30])=[O:29])[CH:23]=4)=[CH:20][C:19]([CH2:32][C:33]([OH:35])=[O:34])=[CH:18][CH:17]=3)=[CH:38][CH:39]=2)=[O:10])=[CH:40][CH:41]=1. The yield is 0.0656.